This data is from Full USPTO retrosynthesis dataset with 1.9M reactions from patents (1976-2016). The task is: Predict the reactants needed to synthesize the given product. (1) The reactants are: FC(F)(F)S(O[C:7]1[C:8]2[CH:39]=[C:38]([CH2:40][CH3:41])[S:37][C:9]=2[N:10]([CH2:22][C:23]2[CH:28]=[CH:27][C:26]([C:29]3[CH:34]=[CH:33][CH:32]=[CH:31][C:30]=3[C:35]#[N:36])=[CH:25][CH:24]=2)C(=O)[C:12]=1CCC1C=CC=CC=1)(=O)=O.[CH3:65][C:60]1[CH:61]=[CH:62][CH:63]=[CH:64][C:59]=1P([C:59]1[CH:64]=[CH:63][CH:62]=[CH:61][C:60]=1[CH3:65])[C:59]1[CH:64]=[CH:63][CH:62]=[CH:61][C:60]=1[CH3:65].[CH2:66](N(CC)CC)C.C[Sn](C)(C)C.C([O:81][CH2:82][CH3:83])(=O)C. Given the product [CH2:40]([C:38]1[S:37][C:9]2[N:10]([CH2:22][C:23]3[CH:24]=[CH:25][C:26]([C:29]4[C:30]([C:35]#[N:36])=[CH:31][CH:32]=[CH:33][CH:34]=4)=[CH:27][CH:28]=3)[C:82](=[O:81])[C:83]([CH2:66][CH2:65][C:60]3[CH:59]=[CH:64][CH:63]=[CH:62][CH:61]=3)=[C:7]([CH3:12])[C:8]=2[CH:39]=1)[CH3:41], predict the reactants needed to synthesize it. (2) The reactants are: C([O:3][CH:4](OCC)[C:5]1[CH:6]=[C:7]([CH:24]=[CH:25][CH:26]=1)[CH2:8][O:9][C:10]1[CH:15]=[C:14]([C:16]([F:19])([F:18])[F:17])[CH:13]=[C:12]([C:20]([F:23])([F:22])[F:21])[CH:11]=1)C.Cl.C([O-])(O)=O.[Na+]. Given the product [F:17][C:16]([F:18])([F:19])[C:14]1[CH:15]=[C:10]([CH:11]=[C:12]([C:20]([F:23])([F:22])[F:21])[CH:13]=1)[O:9][CH2:8][C:7]1[CH:6]=[C:5]([CH:26]=[CH:25][CH:24]=1)[CH:4]=[O:3], predict the reactants needed to synthesize it.